This data is from CYP2C19 inhibition data for predicting drug metabolism from PubChem BioAssay. The task is: Regression/Classification. Given a drug SMILES string, predict its absorption, distribution, metabolism, or excretion properties. Task type varies by dataset: regression for continuous measurements (e.g., permeability, clearance, half-life) or binary classification for categorical outcomes (e.g., BBB penetration, CYP inhibition). Dataset: cyp2c19_veith. (1) The drug is FC(F)(F)c1nnc2c(Sc3ccc(Cl)cc3)nc3ccccc3n12. The result is 0 (non-inhibitor). (2) The molecule is O=C(NC1CCCC1)c1cccnc1N1CCCCCC1. The result is 1 (inhibitor). (3) The compound is CO[C@@H]1/C=C\O[C@]2(C)Oc3c(C)c(O)c4c(O)c(cc(O)c4c3C2=O)NC(=O)/C(C)=C\C=C/[C@H](C)[C@@H](O)[C@H](C)[C@H](O)[C@H](C)[C@H](OC(C)=O)[C@@H]1C. The result is 0 (non-inhibitor). (4) The compound is Cc1ccc(NC(=O)N/C=C/c2ccco2)cc1C. The result is 1 (inhibitor). (5) The compound is OC[C@@H](O)COc1cccc2ccccc12. The result is 1 (inhibitor). (6) The drug is CN(C)C(=O)c1ccc(-c2ccc3ncnc(NC4CC4)c3c2)cc1. The result is 0 (non-inhibitor). (7) The compound is Cc1nc(NCc2ccco2)c2c3c(sc2n1)CCC3. The result is 1 (inhibitor). (8) The molecule is CCNc1ncc2nc(-c3ccc(Cl)cc3)c(=O)n(Cc3cccc(OC)c3)c2n1. The result is 0 (non-inhibitor).